This data is from Catalyst prediction with 721,799 reactions and 888 catalyst types from USPTO. The task is: Predict which catalyst facilitates the given reaction. (1) Reactant: Br[CH2:2][C:3]([CH:5]1[CH2:8][CH2:7][CH2:6]1)=O.[NH2:9][C:10]1[CH:15]=[CH:14][CH:13]=[CH:12][C:11]=1[C:16](=[S:18])[NH2:17]. Product: [CH:5]1([C:3]2[N:17]=[C:16]([C:11]3[CH:12]=[CH:13][CH:14]=[CH:15][C:10]=3[NH2:9])[S:18][CH:2]=2)[CH2:8][CH2:7][CH2:6]1. The catalyst class is: 33. (2) Reactant: ClC[Si](C)(C)[O:4][CH:5](C)C.[Br:10][C:11]1[CH:16]=[CH:15][C:14]([NH:17][C:18]2[C:19]([CH:28]=[O:29])=[CH:20][C:21]3[NH:25][CH:24]=[N:23][C:22]=3[C:26]=2[F:27])=[C:13]([Cl:30])[CH:12]=1. Product: [Br:10][C:11]1[CH:16]=[CH:15][C:14]([NH:17][C:18]2[C:19]([CH:28]([OH:29])[CH2:5][OH:4])=[CH:20][C:21]3[NH:25][CH:24]=[N:23][C:22]=3[C:26]=2[F:27])=[C:13]([Cl:30])[CH:12]=1. The catalyst class is: 1. (3) Reactant: [C:1](Cl)(=[O:5])[O:2][CH2:3][CH3:4].[C:7]([O:11][C:12]([N:14]1[CH2:21][C:20]2[C:19]([NH2:22])=[N:18][NH:17][C:16]=2[CH2:15]1)=[O:13])([CH3:10])([CH3:9])[CH3:8].C(N(C(C)C)CC)(C)C. Product: [NH2:22][C:19]1[C:20]2[CH2:21][N:14]([C:12]([O:11][C:7]([CH3:10])([CH3:9])[CH3:8])=[O:13])[CH2:15][C:16]=2[N:17]([C:1]([O:2][CH2:3][CH3:4])=[O:5])[N:18]=1. The catalyst class is: 1. (4) Reactant: [C:1]([OH:11])(=O)[CH:2]=[CH:3][C:4]1[CH:9]=[CH:8][CH:7]=[CH:6][CH:5]=1.S(Cl)([Cl:14])=O. Product: [C:4]1([CH:3]=[CH:2][C:1]([Cl:14])=[O:11])[CH:9]=[CH:8][CH:7]=[CH:6][CH:5]=1. The catalyst class is: 17. (5) Reactant: [CH3:1][O:2][C:3]1[CH:8]=[CH:7][C:6]([NH:9][C:10]2[CH:15]=[CH:14][C:13]([O:16][CH3:17])=[CH:12][CH:11]=2)=[CH:5][CH:4]=1.[C:18](Cl)(=[O:22])[C:19](Cl)=[O:20].[Al+3].[Cl-].[Cl-].[Cl-]. Product: [CH3:17][O:16][C:13]1[CH:14]=[CH:15][C:10]([N:9]2[C:6]3[C:5](=[CH:4][C:3]([O:2][CH3:1])=[CH:8][CH:7]=3)[C:18](=[O:22])[C:19]2=[O:20])=[CH:11][CH:12]=1. The catalyst class is: 4. (6) Reactant: [CH3:1][CH2:2][O:3][C:4]([C:6]1[NH:7][C:8]2[C:13]([CH:14]=1)=[CH:12][C:11]([C:15]([OH:17])=O)=[CH:10][CH:9]=2)=[O:5].F[B-](F)(F)F.N1(OC(N(C)C)=[N+](C)C)C2C=CC=CC=2N=N1.[CH:40]1([N:44]2[CH2:49][CH2:48][NH:47][CH2:46][CH2:45]2)[CH2:43][CH2:42][CH2:41]1.C(N(CC)C(C)C)(C)C. The catalyst class is: 9. Product: [CH2:2]([O:3][C:4]([C:6]1[NH:7][C:8]2[C:13]([CH:14]=1)=[CH:12][C:11]([C:15]([N:47]1[CH2:48][CH2:49][N:44]([CH:40]3[CH2:43][CH2:42][CH2:41]3)[CH2:45][CH2:46]1)=[O:17])=[CH:10][CH:9]=2)=[O:5])[CH3:1]. (7) Reactant: [CH2:1]([O:8][C:9]([NH:11][C@@H:12]1[CH2:17][CH2:16][N:15]([C:18]([O:20][C:21]([CH3:24])([CH3:23])[CH3:22])=[O:19])[CH2:14][C@H:13]1OS(C)(=O)=O)=[O:10])[C:2]1[CH:7]=[CH:6][CH:5]=[CH:4][CH:3]=1.[N-:30]=[N+:31]=[N-:32].[Na+]. Product: [N:30]([C@H:13]1[C@H:12]([NH:11][C:9]([O:8][CH2:1][C:2]2[CH:7]=[CH:6][CH:5]=[CH:4][CH:3]=2)=[O:10])[CH2:17][CH2:16][N:15]([C:18]([O:20][C:21]([CH3:24])([CH3:23])[CH3:22])=[O:19])[CH2:14]1)=[N+:31]=[N-:32]. The catalyst class is: 148. (8) Reactant: [NH:1]1[CH2:4][CH:3]([CH2:5][O:6][C:7]2[CH:16]=[C:15]3[C:10]([CH:11]([C:18]4[CH:23]=[CH:22][C:21]([S:24][CH3:25])=[CH:20][CH:19]=4)[CH2:12][N:13]([CH3:17])[CH2:14]3)=[CH:9][CH:8]=2)[CH2:2]1.[C:26]1(=O)[CH2:29][CH2:28][CH2:27]1.[BH-](OC(C)=O)(OC(C)=O)OC(C)=O.[Na+]. Product: [CH:26]1([N:1]2[CH2:4][CH:3]([CH2:5][O:6][C:7]3[CH:16]=[C:15]4[C:10]([CH:11]([C:18]5[CH:19]=[CH:20][C:21]([S:24][CH3:25])=[CH:22][CH:23]=5)[CH2:12][N:13]([CH3:17])[CH2:14]4)=[CH:9][CH:8]=3)[CH2:2]2)[CH2:29][CH2:28][CH2:27]1. The catalyst class is: 76. (9) Product: [C:1]([C:5]1[CH:9]=[C:8]([CH2:10][CH2:11][C:12]2[CH:13]=[CH:14][CH:15]=[CH:16][CH:17]=2)[N:7]([CH2:21][C:22]2[CH:23]=[CH:24][C:25]([CH2:26][O:27][C:28]3[CH:33]=[CH:32][C:31]([CH2:34][CH2:35][C:36]([O:38][CH2:39][CH3:40])=[O:37])=[C:30]([F:41])[CH:29]=3)=[CH:42][CH:43]=2)[N:6]=1)([CH3:4])([CH3:2])[CH3:3]. Reactant: [C:1]([C:5]1[CH:9]=[C:8]([CH2:10][CH2:11][C:12]2[CH:17]=[CH:16][CH:15]=[CH:14][CH:13]=2)[NH:7][N:6]=1)([CH3:4])([CH3:3])[CH3:2].[H-].[Na+].Cl[CH2:21][C:22]1[CH:43]=[CH:42][C:25]([CH2:26][O:27][C:28]2[CH:33]=[CH:32][C:31]([CH2:34][CH2:35][C:36]([O:38][CH2:39][CH3:40])=[O:37])=[C:30]([F:41])[CH:29]=2)=[CH:24][CH:23]=1.Cl. The catalyst class is: 9.